Task: Predict the product of the given reaction.. Dataset: Forward reaction prediction with 1.9M reactions from USPTO patents (1976-2016) (1) Given the reactants [Cl:1][C:2]1[CH:7]=[CH:6][CH:5]=[C:4]([Cl:8])[C:3]=1[N:9]=[C:10]=[O:11].[Cl:12][C:13]1[CH:14]=[C:15]([NH2:22])[C:16](=[CH:20][CH:21]=1)[C:17]([OH:19])=[O:18].C(N(CC)CC)C.Cl, predict the reaction product. The product is: [Cl:12][C:13]1[CH:21]=[CH:20][C:16]([C:17]([OH:19])=[O:18])=[C:15]([NH:22][C:10]([NH:9][C:3]2[C:2]([Cl:1])=[CH:7][CH:6]=[CH:5][C:4]=2[Cl:8])=[O:11])[CH:14]=1. (2) Given the reactants [C-:1]#[N:2].[Na+].[NH2:4][C:5]1[CH:14]=[CH:13][C:8]([C:9]([NH:11][CH3:12])=[O:10])=[C:7]([F:15])[CH:6]=1.[C:16]1(=O)[CH2:19][CH2:18][CH2:17]1.[OH-].[Na+], predict the reaction product. The product is: [C:1]([C:16]1([NH:4][C:5]2[CH:14]=[CH:13][C:8]([C:9]([NH:11][CH3:12])=[O:10])=[C:7]([F:15])[CH:6]=2)[CH2:19][CH2:18][CH2:17]1)#[N:2]. (3) Given the reactants [C:1]([C:5]1[CH:9]=[C:8]([NH:10][C:11]([NH:13][C:14]2[C:23]3[C:18](=[CH:19][CH:20]=[CH:21][CH:22]=3)[C:17]([O:24][C:25]3[CH:30]=[CH:29][N:28]=[C:27](Cl)[N:26]=3)=[CH:16][CH:15]=2)=[O:12])[N:7]([C:32]2[CH:37]=[CH:36][C:35]([P:38]([CH3:41])([CH3:40])=[O:39])=[CH:34][CH:33]=2)[N:6]=1)([CH3:4])([CH3:3])[CH3:2].[NH:42]1[CH2:46][CH2:45][CH2:44][C@@H:43]1[CH2:47][OH:48], predict the reaction product. The product is: [C:1]([C:5]1[CH:9]=[C:8]([NH:10][C:11]([NH:13][C:14]2[C:23]3[C:18](=[CH:19][CH:20]=[CH:21][CH:22]=3)[C:17]([O:24][C:25]3[CH:30]=[CH:29][N:28]=[C:27]([N:42]4[CH2:46][CH2:45][CH2:44][C@@H:43]4[CH2:47][OH:48])[N:26]=3)=[CH:16][CH:15]=2)=[O:12])[N:7]([C:32]2[CH:37]=[CH:36][C:35]([P:38]([CH3:41])([CH3:40])=[O:39])=[CH:34][CH:33]=2)[N:6]=1)([CH3:4])([CH3:3])[CH3:2]. (4) Given the reactants [OH:1][C:2]1[CH:3]=[C:4]([C:8]2[O:12][C:11]([C:13]([O:15]C)=[O:14])=[CH:10][CH:9]=2)[CH:5]=[CH:6][CH:7]=1.[OH-].[Na+], predict the reaction product. The product is: [OH:1][C:2]1[CH:3]=[C:4]([C:8]2[O:12][C:11]([C:13]([OH:15])=[O:14])=[CH:10][CH:9]=2)[CH:5]=[CH:6][CH:7]=1. (5) Given the reactants [Cl:1][C:2]1[CH:3]=[C:4]([C:12]2[O:16][N:15]=[C:14]([C:17]3[C:18]([CH3:31])=[C:19]4[C:24](=[CH:25][CH:26]=3)[CH2:23][N:22]([CH2:27][C:28]([OH:30])=O)[CH2:21][CH2:20]4)[N:13]=2)[CH:5]=[CH:6][C:7]=1[O:8][CH:9]([CH3:11])[CH3:10].CCN(C(C)C)C(C)C.CN(C(ON1N=NC2C=CC=NC1=2)=[N+](C)C)C.F[P-](F)(F)(F)(F)F.[CH2:65]([CH2:67][NH2:68])[OH:66].Cl, predict the reaction product. The product is: [ClH:1].[Cl:1][C:2]1[CH:3]=[C:4]([C:12]2[O:16][N:15]=[C:14]([C:17]3[C:18]([CH3:31])=[C:19]4[C:24](=[CH:25][CH:26]=3)[CH2:23][N:22]([CH2:27][C:28]([NH:68][CH2:67][CH2:65][OH:66])=[O:30])[CH2:21][CH2:20]4)[N:13]=2)[CH:5]=[CH:6][C:7]=1[O:8][CH:9]([CH3:10])[CH3:11]. (6) Given the reactants Br[C:2]1[CH:3]=[C:4]2[C:8](=[CH:9][CH:10]=1)[N:7]([CH:11]1[CH2:16][CH2:15][CH2:14][CH2:13][O:12]1)[N:6]=[C:5]2[C:17]1[N:22]=[C:21]([O:23][C@H:24]2[CH2:31][N:30]([C:32]([O:34][C:35]([CH3:38])([CH3:37])[CH3:36])=[O:33])[CH2:29][CH2:28][C:25]32[CH2:27][CH2:26]3)[CH:20]=[N:19][CH:18]=1.[CH:39]1([NH:42][C:43]([C:45]2[CH:46]=[C:47](B(O)O)[CH:48]=[CH:49][CH:50]=2)=[O:44])[CH2:41][CH2:40]1.C([O-])([O-])=O.[Na+].[Na+], predict the reaction product. The product is: [CH:39]1([NH:42][C:43]([C:45]2[CH:50]=[C:49]([C:2]3[CH:3]=[C:4]4[C:8](=[CH:9][CH:10]=3)[N:7]([CH:11]3[CH2:16][CH2:15][CH2:14][CH2:13][O:12]3)[N:6]=[C:5]4[C:17]3[N:22]=[C:21]([O:23][C@H:24]4[CH2:31][N:30]([C:32]([O:34][C:35]([CH3:36])([CH3:38])[CH3:37])=[O:33])[CH2:29][CH2:28][C:25]54[CH2:27][CH2:26]5)[CH:20]=[N:19][CH:18]=3)[CH:48]=[CH:47][CH:46]=2)=[O:44])[CH2:40][CH2:41]1. (7) Given the reactants [ClH:1].Cl.[N:3]1[CH:8]=[CH:7][CH:6]=[N:5][C:4]=1[N:9]1[CH2:14][CH2:13][NH:12][CH2:11][CH2:10]1.[Cl:15][CH:16]([C:18]1[CH:23]=[CH:22][C:21]([CH2:24][NH:25][C:26](=[O:28])[CH3:27])=[CH:20][CH:19]=1)[CH3:17], predict the reaction product. The product is: [ClH:15].[ClH:1].[N:3]1[CH:8]=[CH:7][CH:6]=[N:5][C:4]=1[N:9]1[CH2:14][CH2:13][N:12]([CH:16]([C:18]2[CH:23]=[CH:22][C:21]([CH2:24][NH:25][C:26](=[O:28])[CH3:27])=[CH:20][CH:19]=2)[CH3:17])[CH2:11][CH2:10]1. (8) Given the reactants [Cl:1][C:2]1[CH:7]=[CH:6][C:5]([C:8]2[N:12]([C:13]3[CH:18]=[CH:17][C:16]([Cl:19])=[CH:15][C:14]=3[Cl:20])[N:11]=[C:10]([C:21](Cl)=[O:22])[C:9]=2[CH3:24])=[CH:4][CH:3]=1.C(N(CC)CC)C.[CH:32]1([NH2:35])[CH2:34][CH2:33]1, predict the reaction product. The product is: [Cl:1][C:2]1[CH:7]=[CH:6][C:5]([C:8]2[N:12]([C:13]3[CH:18]=[CH:17][C:16]([Cl:19])=[CH:15][C:14]=3[Cl:20])[N:11]=[C:10]([C:21]([NH:35][CH:32]3[CH2:34][CH2:33]3)=[O:22])[C:9]=2[CH3:24])=[CH:4][CH:3]=1.